From a dataset of Forward reaction prediction with 1.9M reactions from USPTO patents (1976-2016). Predict the product of the given reaction. Given the reactants [N:1]12[CH2:9][CH2:8][CH:5]([CH2:6][CH2:7]1)[N:4]([C:10]1[CH:11]=[CH:12][C:13]([N+:26]([O-])=O)=[C:14]([CH:25]=1)[C:15]([NH:17][CH2:18][C:19]([NH:21][CH:22]([CH3:24])[CH3:23])=[O:20])=[O:16])[CH2:3][CH2:2]2.[H][H], predict the reaction product. The product is: [NH2:26][C:13]1[CH:12]=[CH:11][C:10]([N:4]2[CH:5]3[CH2:8][CH2:9][N:1]([CH2:7][CH2:6]3)[CH2:2][CH2:3]2)=[CH:25][C:14]=1[C:15]([NH:17][CH2:18][C:19]([NH:21][CH:22]([CH3:24])[CH3:23])=[O:20])=[O:16].